From a dataset of Full USPTO retrosynthesis dataset with 1.9M reactions from patents (1976-2016). Predict the reactants needed to synthesize the given product. (1) Given the product [NH2:50][C:47]1[CH:48]=[CH:49][C:44]([C:43]([NH:42][C@H:37]([C:36]([N:16]2[C@@H:17]3[C:22](=[O:23])[CH2:21][N:20]([C:24](=[O:35])[C:25]4[CH:30]=[CH:29][CH:28]=[C:27]([S:31]([CH3:34])(=[O:33])=[O:32])[CH:26]=4)[C@@H:18]3[CH2:19][NH:15]2)=[O:59])[CH2:38][CH:39]([CH3:41])[CH3:40])=[O:58])=[CH:45][CH:46]=1, predict the reactants needed to synthesize it. The reactants are: FC(F)(F)C(O)=O.C(OC([N:15]1[CH2:19][C@H:18]2[N:20]([C:24](=[O:35])[C:25]3[CH:30]=[CH:29][CH:28]=[C:27]([S:31]([CH3:34])(=[O:33])=[O:32])[CH:26]=3)[CH2:21][C:22](=[O:23])[C@H:17]2[N:16]1[C:36](=[O:59])[C@@H:37]([NH:42][C:43](=[O:58])[C:44]1[CH:49]=[CH:48][C:47]([NH:50]C(OC(C)(C)C)=O)=[CH:46][CH:45]=1)[CH2:38][CH:39]([CH3:41])[CH3:40])=O)(C)(C)C.C(=O)([O-])O.[Na+]. (2) Given the product [NH2:27][C:26]1[C:21]([NH:20][C:6]2[CH:7]=[N:8][C:9]3[CH2:10][C@@H:11]([NH:12][C:13](=[O:19])[O:14][C:15]([CH3:17])([CH3:16])[CH3:18])[C@H:2]([OH:1])[CH2:3][C:4]=3[CH:5]=2)=[N:22][C:23]([O:30][CH3:31])=[CH:24][CH:25]=1, predict the reactants needed to synthesize it. The reactants are: [OH:1][C@H:2]1[C@H:11]([NH:12][C:13](=[O:19])[O:14][C:15]([CH3:18])([CH3:17])[CH3:16])[CH2:10][C:9]2[N:8]=[CH:7][C:6]([NH:20][C:21]3[C:26]([N+:27]([O-])=O)=[CH:25][CH:24]=[C:23]([O:30][CH3:31])[N:22]=3)=[CH:5][C:4]=2[CH2:3]1. (3) The reactants are: [OH:1][C:2]1[CH:3]=[C:4]2[C:26](=[CH:27][C:28]=1[CH3:29])[O:25][C:7]1([CH2:16][C:15]([CH3:18])([CH3:17])[C:14]3[C:9](=[CH:10][C:11]([CH3:24])=[C:12]([O:19][CH2:20][C:21](O)=[O:22])[CH:13]=3)[O:8]1)[CH2:6][C:5]2([CH3:31])[CH3:30].[Cl-].[NH4+].CC[N:36]=C=NCCCN(C)C.C1C=CC2N(O)N=NC=2C=1. Given the product [OH:1][C:2]1[CH:3]=[C:4]2[C:26](=[CH:27][C:28]=1[CH3:29])[O:25][C:7]1([CH2:16][C:15]([CH3:18])([CH3:17])[C:14]3[C:9](=[CH:10][C:11]([CH3:24])=[C:12]([O:19][CH2:20][C:21]([NH2:36])=[O:22])[CH:13]=3)[O:8]1)[CH2:6][C:5]2([CH3:31])[CH3:30], predict the reactants needed to synthesize it. (4) The reactants are: [C:1]1([C:7]2[CH:12]=[CH:11][CH:10]=[CH:9][C:8]=2[OH:13])[CH:6]=[CH:5][CH:4]=[CH:3][CH:2]=1.[OH-].[K+].CS(C)=O.Cl[CH2:21][CH2:22][CH2:23][CH2:24][CH2:25][CH2:26][CH2:27][CH2:28][CH2:29][CH2:30][CH2:31][CH2:32][CH2:33][CH2:34][CH2:35][CH3:36]. Given the product [CH2:36]([O:13][C:8]1[CH:9]=[CH:10][CH:11]=[CH:12][C:7]=1[C:1]1[CH:2]=[CH:3][CH:4]=[CH:5][CH:6]=1)[CH2:35][CH2:34][CH2:33][CH2:32][CH2:31][CH2:30][CH2:29][CH2:28][CH2:27][CH2:26][CH2:25][CH2:24][CH2:23][CH2:22][CH3:21], predict the reactants needed to synthesize it.